Predict the reaction yield, written as a fraction of the theoretical maximum amount of product (1.0 means a 100% yield; for example, 0.34 means a 34% yield). From a dataset of Reaction yield outcomes from USPTO patents with 853,638 reactions. The reactants are [NH:1]1[C:9]2[C:4](=[CH:5][CH:6]=[CH:7][CH:8]=2)[C:3]([CH2:10][C@@H:11]([NH:15][S:16]([C:19]2[S:20][C:21]([C:24]#[C:25][Si](C)(C)C)=[CH:22][CH:23]=2)(=[O:18])=[O:17])[C:12]([OH:14])=[O:13])=[CH:2]1.C([O-])([O-])=O.[K+].[K+]. The catalyst is ClCCl.CO. The product is [C:24]([C:21]1[S:20][C:19]([S:16]([NH:15][C@H:11]([CH2:10][C:3]2[C:4]3[C:9](=[CH:8][CH:7]=[CH:6][CH:5]=3)[NH:1][CH:2]=2)[C:12]([OH:14])=[O:13])(=[O:18])=[O:17])=[CH:23][CH:22]=1)#[CH:25]. The yield is 0.490.